From a dataset of Peptide-MHC class II binding affinity with 134,281 pairs from IEDB. Regression. Given a peptide amino acid sequence and an MHC pseudo amino acid sequence, predict their binding affinity value. This is MHC class II binding data. (1) The peptide sequence is LKNCVDAKMTEEDKE. The MHC is DRB4_0101 with pseudo-sequence DRB4_0103. The binding affinity (normalized) is 0.356. (2) The MHC is HLA-DQA10401-DQB10402 with pseudo-sequence HLA-DQA10401-DQB10402. The peptide sequence is INEPTAAHIAYGLDR. The binding affinity (normalized) is 0.496. (3) The peptide sequence is EKKYFAATNFEPLAA. The MHC is DRB1_1602 with pseudo-sequence DRB1_1602. The binding affinity (normalized) is 0.609. (4) The peptide sequence is EYLILSARDVLAVVS. The MHC is DRB1_1101 with pseudo-sequence DRB1_1101. The binding affinity (normalized) is 0.163. (5) The peptide sequence is LAKYKANWIEIMRIK. The MHC is DRB5_0101 with pseudo-sequence DRB5_0101. The binding affinity (normalized) is 0.654.